Dataset: Forward reaction prediction with 1.9M reactions from USPTO patents (1976-2016). Task: Predict the product of the given reaction. Given the reactants C([N:3](CC)CC)C.[CH3:8][C:9](C)([CH2:13][C:14]1[CH:19]=[CH:18][C:17]([O:20][CH3:21])=[CH:16][CH:15]=1)[C:10](O)=O.ClC(OCC)=O.[N-]=[N+]=[N-].[Na+], predict the reaction product. The product is: [CH3:8][C:9]([NH2:3])([CH3:10])[CH2:13][C:14]1[CH:19]=[CH:18][C:17]([O:20][CH3:21])=[CH:16][CH:15]=1.